This data is from Full USPTO retrosynthesis dataset with 1.9M reactions from patents (1976-2016). The task is: Predict the reactants needed to synthesize the given product. (1) Given the product [Cl:54][C:49]1[CH:48]=[C:47]([CH:52]=[CH:51][C:50]=1[Cl:53])[CH2:46][O:45][C:42]1[CH:41]=[CH:40][C:39]([C@H:37]2[CH2:36][O:35][C:31]3=[CH:32][C:33]4[CH2:34][C@@H:25]([C:23]([NH:22][C@@H:6]([CH2:7][C:8]5[CH:13]=[CH:12][C:11]([C:14]6[CH:19]=[CH:18][N:17]=[C:16]([CH3:20])[C:15]=6[CH3:21])=[CH:10][CH:9]=5)[C:5]([OH:55])=[O:4])=[O:24])[N:26]([C:62]([N:56]5[CH2:61][CH2:60][O:59][CH2:58][CH2:57]5)=[O:63])[CH2:27][C:28]=4[CH:29]=[C:30]3[O:38]2)=[CH:44][CH:43]=1, predict the reactants needed to synthesize it. The reactants are: Cl.Cl.C[O:4][C:5](=[O:55])[C@@H:6]([NH:22][C:23]([C@@H:25]1[CH2:34][C:33]2[CH:32]=[C:31]3[O:35][CH2:36][C@H:37]([C:39]4[CH:44]=[CH:43][C:42]([O:45][CH2:46][C:47]5[CH:52]=[CH:51][C:50]([Cl:53])=[C:49]([Cl:54])[CH:48]=5)=[CH:41][CH:40]=4)[O:38][C:30]3=[CH:29][C:28]=2[CH2:27][NH:26]1)=[O:24])[CH2:7][C:8]1[CH:13]=[CH:12][C:11]([C:14]2[CH:19]=[CH:18][N:17]=[C:16]([CH3:20])[C:15]=2[CH3:21])=[CH:10][CH:9]=1.[N:56]1([C:62](Cl)=[O:63])[CH2:61][CH2:60][O:59][CH2:58][CH2:57]1. (2) Given the product [Si:1]([O:8][CH2:9][C@:10]1([CH3:19])[S:16][CH2:15][CH2:14][N:13]2[C:37]([C:34]3([C:31]4[CH:32]=[CH:33][C:28]([C:25]5[CH:24]=[CH:23][C:22]([C:20]#[N:21])=[CH:27][N:26]=5)=[CH:29][CH:30]=4)[CH2:36][CH2:35]3)=[N:39][N:40]=[C:12]2[CH2:11]1)([C:4]([CH3:7])([CH3:6])[CH3:5])([CH3:3])[CH3:2], predict the reactants needed to synthesize it. The reactants are: [Si:1]([O:8][CH2:9][C@:10]1([CH3:19])[S:16][CH2:15][CH2:14][N:13]=[C:12](SC)[CH2:11]1)([C:4]([CH3:7])([CH3:6])[CH3:5])([CH3:3])[CH3:2].[C:20]([C:22]1[CH:23]=[CH:24][C:25]([C:28]2[CH:33]=[CH:32][C:31]([C:34]3([C:37]([NH:39][NH2:40])=O)[CH2:36][CH2:35]3)=[CH:30][CH:29]=2)=[N:26][CH:27]=1)#[N:21]. (3) Given the product [CH2:1]([C:3]1[C:4]([CH3:21])=[C:5]2[C:12]([C:33]3[CH:34]=[CH:35][C:30]([O:29][CH3:28])=[CH:31][CH:32]=3)=[C:11]([C:14]([O:16][C:17]([CH3:20])([CH3:19])[CH3:18])=[O:15])[S:10][C:6]2=[N:7][C:8]=1[CH3:9])[CH3:2], predict the reactants needed to synthesize it. The reactants are: [CH2:1]([C:3]1[C:4]([CH3:21])=[C:5]2[C:12](I)=[C:11]([C:14]([O:16][C:17]([CH3:20])([CH3:19])[CH3:18])=[O:15])[S:10][C:6]2=[N:7][C:8]=1[CH3:9])[CH3:2].C([O-])([O-])=O.[K+].[K+].[CH3:28][O:29][C:30]1[CH:35]=[CH:34][C:33](B(O)O)=[CH:32][CH:31]=1.